From a dataset of Forward reaction prediction with 1.9M reactions from USPTO patents (1976-2016). Predict the product of the given reaction. (1) Given the reactants [H-].C([Al+]CC(C)C)C(C)C.C[O:12][C:13](=O)[CH2:14][CH2:15][CH2:16][CH2:17][CH2:18][NH:19][C:20]([O:22][CH2:23][C:24]1[CH:29]=[CH:28][CH:27]=[CH:26][CH:25]=1)=[O:21].CO.Cl, predict the reaction product. The product is: [CH2:23]([O:22][C:20](=[O:21])[NH:19][CH2:18][CH2:17][CH2:16][CH2:15][CH2:14][CH2:13][OH:12])[C:24]1[CH:29]=[CH:28][CH:27]=[CH:26][CH:25]=1. (2) Given the reactants Br[C:2]1[C:3]2[CH2:10][CH2:9][CH:8]([NH:11][C:12](=[O:15])[CH2:13][CH3:14])[C:4]=2[CH:5]=[N:6][CH:7]=1.[CH3:16][N:17]1[C:26]2[C:21](=[CH:22][C:23](B3OC(C)(C)C(C)(C)O3)=[CH:24][CH:25]=2)[CH2:20][CH2:19][C:18]1=[O:36], predict the reaction product. The product is: [CH3:16][N:17]1[C:26]2[C:21](=[CH:22][C:23]([C:2]3[C:3]4[CH2:10][CH2:9][CH:8]([NH:11][C:12](=[O:15])[CH2:13][CH3:14])[C:4]=4[CH:5]=[N:6][CH:7]=3)=[CH:24][CH:25]=2)[CH2:20][CH2:19][C:18]1=[O:36]. (3) Given the reactants [C:1]([O:5][C:6]([NH:8][C@H:9]([CH2:14][C:15]1[CH:20]=[CH:19][CH:18]=[CH:17][C:16]=1[F:21])[CH2:10][C:11]([OH:13])=O)=[O:7])([CH3:4])([CH3:3])[CH3:2].CN1CCOCC1.[NH2:29][C:30]1[C:31](=[O:40])[NH:32][C:33]2[C:38]([CH:39]=1)=[CH:37][CH:36]=[CH:35][CH:34]=2.C[N+]1(C2N=C(OC)N=C(OC)N=2)CCOCC1.[Cl-], predict the reaction product. The product is: [C:1]([O:5][C:6](=[O:7])[NH:8][C@H:9]([CH2:14][C:15]1[CH:20]=[CH:19][CH:18]=[CH:17][C:16]=1[F:21])[CH2:10][C:11](=[O:13])[NH:29][C:30]1[C:31](=[O:40])[NH:32][C:33]2[C:38]([CH:39]=1)=[CH:37][CH:36]=[CH:35][CH:34]=2)([CH3:2])([CH3:3])[CH3:4]. (4) Given the reactants [CH2:1]([N:8]([CH2:27][C:28]1[CH:33]=[CH:32][CH:31]=[CH:30][CH:29]=1)[C@@H:9]([CH2:16][C:17]1[CH:22]=[CH:21][C:20]([C:23]([F:26])([F:25])[F:24])=[CH:19][CH:18]=1)[C:10](N(OC)C)=[O:11])[C:2]1[CH:7]=[CH:6][CH:5]=[CH:4][CH:3]=1.C1COCC1.[H-].[H-].[H-].[H-].[Li+].[Al+3], predict the reaction product. The product is: [CH2:27]([N:8]([CH2:1][C:2]1[CH:3]=[CH:4][CH:5]=[CH:6][CH:7]=1)[C@@H:9]([CH2:16][C:17]1[CH:22]=[CH:21][C:20]([C:23]([F:26])([F:25])[F:24])=[CH:19][CH:18]=1)[CH:10]=[O:11])[C:28]1[CH:33]=[CH:32][CH:31]=[CH:30][CH:29]=1. (5) The product is: [CH3:44][O:43][C:37]1[CH:36]=[C:35]([CH:40]=[CH:39][C:38]=1[O:41][CH3:42])[CH2:34][N:32]([CH3:33])[C:29]1[CH:28]=[CH:27][C:26]([CH2:25][N:18]2[C:19]([CH3:21])=[CH:20][C:16](/[C:2](/[F:1])=[CH:3]/[C:4]3[CH:5]=[CH:6][C:7]([S:10]([F:15])([F:11])([F:12])([F:13])[F:14])=[CH:8][CH:9]=3)=[N:17]2)=[CH:31][N:30]=1. Given the reactants [F:1]/[C:2](/[C:16]1[CH:20]=[C:19]([CH3:21])[NH:18][N:17]=1)=[CH:3]\[C:4]1[CH:9]=[CH:8][C:7]([S:10]([F:15])([F:14])([F:13])([F:12])[F:11])=[CH:6][CH:5]=1.Cl.Cl.Cl[CH2:25][C:26]1[CH:27]=[CH:28][C:29]([N:32]([CH2:34][C:35]2[CH:40]=[CH:39][C:38]([O:41][CH3:42])=[C:37]([O:43][CH3:44])[CH:36]=2)[CH3:33])=[N:30][CH:31]=1, predict the reaction product. (6) The product is: [CH2:1]([C:4]([C:11]1[CH:16]=[CH:15][C:14]([C:17]2[N:21]([CH2:31][CH2:30][CH3:40])[C:20]3[CH:22]=[C:23]([C:28]#[N:29])[C:24]([C:26]#[N:27])=[CH:25][C:19]=3[N:18]=2)=[CH:13][CH:12]=1)([CH2:8][CH:9]=[CH2:10])[CH2:5][CH:6]=[CH2:7])[CH:2]=[CH2:3]. Given the reactants [CH2:1]([C:4]([C:11]1[CH:16]=[CH:15][C:14]([C:17]2[NH:18][C:19]3[CH:25]=[C:24]([C:26]#[N:27])[C:23]([C:28]#[N:29])=[CH:22][C:20]=3[N:21]=2)=[CH:13][CH:12]=1)([CH2:8][CH:9]=[CH2:10])[CH2:5][CH:6]=[CH2:7])[CH:2]=[CH2:3].[CH2:30]1[CH2:40]CN2C(=NCCC2)C[CH2:31]1.ICCC, predict the reaction product.